From a dataset of Reaction yield outcomes from USPTO patents with 853,638 reactions. Predict the reaction yield, written as a fraction of the theoretical maximum amount of product (1.0 means a 100% yield; for example, 0.34 means a 34% yield). (1) The product is [Cl:1][C:2]1[N:3]=[C:4]([NH:25][CH3:24])[C:5]2[CH2:11][O:10][CH2:9][CH:8]([C:12]3[CH:17]=[CH:16][C:15]([O:18][C:19]([F:22])([F:21])[F:20])=[CH:14][CH:13]=3)[C:6]=2[N:7]=1. The catalyst is CO. The yield is 0.880. The reactants are [Cl:1][C:2]1[N:3]=[C:4](Cl)[C:5]2[CH2:11][O:10][CH2:9][CH:8]([C:12]3[CH:17]=[CH:16][C:15]([O:18][C:19]([F:22])([F:21])[F:20])=[CH:14][CH:13]=3)[C:6]=2[N:7]=1.[CH3:24][NH2:25]. (2) The product is [C:22]([C:24]1([C:31]2[C:39]3[O:38][C:37]([CH3:40])([CH3:41])[O:36][C:35]=3[C:34]([O:42][CH3:43])=[CH:33][CH:32]=2)[CH2:25][CH2:26][C:27](=[C:3]2[S:8][CH2:7][CH2:6][CH2:5][S:4]2)[CH2:28][CH2:29]1)#[N:23]. The catalyst is C1COCC1.[Cl-].[Na+].O.O. The yield is 0.930. The reactants are C[Si](C)(C)[CH:3]1[S:8][CH2:7][CH2:6][CH2:5][S:4]1.C([Li])CCC.CCCCCC.[C:22]([C:24]1([C:31]2[C:39]3[O:38][C:37]([CH3:41])([CH3:40])[O:36][C:35]=3[C:34]([O:42][CH3:43])=[CH:33][CH:32]=2)[CH2:29][CH2:28][C:27](=O)[CH2:26][CH2:25]1)#[N:23]. (3) The reactants are C([Li])(CC)C.[F:6][C:7]([F:22])([F:21])[O:8][C:9]1[CH:14]=[CH:13][CH:12]=[CH:11][C:10]=1[NH:15][C:16](=[O:20])[O:17][CH2:18][CH3:19].[I:23]I. The catalyst is C1CCCCC1.C1COCC1. The product is [I:23][C:11]1[CH:12]=[CH:13][CH:14]=[C:9]([O:8][C:7]([F:21])([F:22])[F:6])[C:10]=1[NH:15][C:16](=[O:20])[O:17][CH2:18][CH3:19]. The yield is 0.730. (4) The reactants are Br[C:2]1[CH:3]=[C:4]([N:8]([CH2:16][C:17]2[CH:22]=[CH:21][CH:20]=[C:19]([O:23][C:24]([F:27])([F:26])[F:25])[CH:18]=2)[CH2:9][CH:10]([OH:15])[C:11]([F:14])([F:13])[F:12])[CH:5]=[CH:6][CH:7]=1.[OH:28][C:29]1[CH:30]=[CH:31][C:32]([CH3:35])=[N:33][CH:34]=1.C([O-])([O-])=O.[Cs+].[Cs+]. The catalyst is CC(N(C)C)=O. The product is [CH3:35][C:32]1[CH:31]=[CH:30][C:29]([O:28][C:2]2[CH:3]=[C:4]([N:8]([CH2:16][C:17]3[CH:22]=[CH:21][CH:20]=[C:19]([O:23][C:24]([F:27])([F:26])[F:25])[CH:18]=3)[CH2:9][CH:10]([OH:15])[C:11]([F:14])([F:13])[F:12])[CH:5]=[CH:6][CH:7]=2)=[CH:34][N:33]=1. The yield is 0.610. (5) The reactants are [C:1](N1C=CN=C1)(N1C=CN=C1)=[O:2].[CH:13]([O:16][C:17]1[CH:23]=[CH:22][C:20]([NH2:21])=[CH:19][CH:18]=1)([CH3:15])[CH3:14].[CH3:24][O:25][C:26]1[CH:27]=[C:28]2[C:33](=[CH:34][C:35]=1[O:36][CH3:37])[N:32]=[CH:31][N:30]=[C:29]2[N:38]1[CH2:41][CH:40]([CH2:42][NH2:43])[CH2:39]1. The catalyst is C(Cl)Cl. The product is [CH3:24][O:25][C:26]1[CH:27]=[C:28]2[C:33](=[CH:34][C:35]=1[O:36][CH3:37])[N:32]=[CH:31][N:30]=[C:29]2[N:38]1[CH2:41][CH:40]([CH2:42][NH:43][C:1]([NH:21][C:20]2[CH:22]=[CH:23][C:17]([O:16][CH:13]([CH3:15])[CH3:14])=[CH:18][CH:19]=2)=[O:2])[CH2:39]1. The yield is 0.316. (6) The yield is 0.630. The reactants are B.[Na].[CH2:3]([CH:8]1[CH2:12][CH2:11][CH:10]([CH:13]2[CH2:17][CH2:16][CH2:15][CH2:14]2)[C:9]1=[O:18])[CH2:4][CH2:5][CH2:6][CH3:7].Cl. The product is [CH2:3]([CH:8]1[CH2:12][CH2:11][CH:10]([CH:13]2[CH2:17][CH2:16][CH2:15][CH2:14]2)[CH:9]1[OH:18])[CH2:4][CH2:5][CH2:6][CH3:7]. The catalyst is C(O)C. (7) The reactants are [C:1]1([C:7]2[C:11]3[CH:12]=[CH:13][C:14]([OH:16])=[CH:15][C:10]=3[O:9][CH:8]=2)[CH:6]=[CH:5][CH:4]=[CH:3][CH:2]=1.Br[CH:18]([CH2:22][CH2:23][CH3:24])[CH2:19][CH2:20][OH:21].C([O-])([O-])=O.[Cs+].[Cs+].Cl. The catalyst is CN(C=O)C.O. The product is [C:1]1([C:7]2[C:11]3[CH:12]=[CH:13][C:14]([O:16][CH:18]([CH2:22][CH2:23][CH3:24])[CH2:19][CH2:20][OH:21])=[CH:15][C:10]=3[O:9][CH:8]=2)[CH:2]=[CH:3][CH:4]=[CH:5][CH:6]=1. The yield is 0.200. (8) The reactants are Br[C:2]1[CH:3]=[C:4]([C:8]([NH:10][C@@H:11]([CH2:24][C:25]2[CH:30]=[CH:29][CH:28]=[CH:27][C:26]=2[C:31]([F:34])([F:33])[F:32])[CH2:12][N:13]2[C:21](=[O:22])[C:20]3[C:15](=[CH:16][CH:17]=[CH:18][CH:19]=3)[C:14]2=[O:23])=[O:9])[S:5][C:6]=1[Cl:7].C([O-])([O-])=O.[Na+].[Na+].[CH3:41][N:42]1[C:46](B2OC(C)(C)C(C)(C)O2)=[C:45]([CH3:56])[CH:44]=[N:43]1. The catalyst is C1COCC1.C1C=CC(P(C2C=CC=CC=2)[C-]2C=CC=C2)=CC=1.C1C=CC(P(C2C=CC=CC=2)[C-]2C=CC=C2)=CC=1.Cl[Pd]Cl.[Fe+2]. The product is [Cl:7][C:6]1[S:5][C:4]([C:8]([NH:10][C@@H:11]([CH2:24][C:25]2[CH:30]=[CH:29][CH:28]=[CH:27][C:26]=2[C:31]([F:34])([F:33])[F:32])[CH2:12][N:13]2[C:21](=[O:22])[C:20]3[C:15](=[CH:16][CH:17]=[CH:18][CH:19]=3)[C:14]2=[O:23])=[O:9])=[CH:3][C:2]=1[C:46]1[N:42]([CH3:41])[N:43]=[CH:44][C:45]=1[CH3:56]. The yield is 0.734. (9) The reactants are [CH:1]([C:4]1[CH:11]=[CH:10][C:7]([CH:8]=O)=[CH:6][CH:5]=1)([CH3:3])[CH3:2].[CH3:12][S:13]([C:16]1[S:20][C:19]([NH2:21])=[N:18][CH:17]=1)(=[O:15])=[O:14].C([O:24][C:25](=O)[C:26]([OH:37])=[CH:27][C:28](=[O:36])[C:29]1[CH:34]=[CH:33][C:32]([CH3:35])=[CH:31][CH:30]=1)C. No catalyst specified. The product is [OH:37][C:26]1[C:25](=[O:24])[N:21]([C:19]2[S:20][C:16]([S:13]([CH3:12])(=[O:15])=[O:14])=[CH:17][N:18]=2)[CH:8]([C:7]2[CH:10]=[CH:11][C:4]([CH:1]([CH3:3])[CH3:2])=[CH:5][CH:6]=2)[C:27]=1[C:28](=[O:36])[C:29]1[CH:34]=[CH:33][C:32]([CH3:35])=[CH:31][CH:30]=1. The yield is 0.220. (10) The reactants are F[C:2]1[CH:9]=[CH:8][C:5]([C:6]#[N:7])=[CH:4][CH:3]=1.C([O-])([O-])=O.[Cs+].[Cs+].[NH:16]1[CH:20]=[CH:19][N:18]=[N:17]1.CN(C)C=O. The yield is 0.430. The catalyst is O. The product is [N:16]1([C:2]2[CH:9]=[CH:8][C:5]([C:6]#[N:7])=[CH:4][CH:3]=2)[CH:20]=[CH:19][N:18]=[N:17]1.